Dataset: Forward reaction prediction with 1.9M reactions from USPTO patents (1976-2016). Task: Predict the product of the given reaction. (1) Given the reactants [C:1]([N:4]1[CH2:9][CH2:8][CH:7]([NH:10][NH:11][C:12]([O:14][C:15]([CH3:18])([CH3:17])[CH3:16])=[O:13])[CH2:6][CH2:5]1)(=[O:3])[CH3:2].[Br:19][C:20]1[C:21](Cl)=[N:22][C:23]([Cl:26])=[N:24][CH:25]=1.CCN(C(C)C)C(C)C, predict the reaction product. The product is: [C:1]([N:4]1[CH2:9][CH2:8][CH:7]([N:10]([C:21]2[C:20]([Br:19])=[CH:25][N:24]=[C:23]([Cl:26])[N:22]=2)[NH:11][C:12]([O:14][C:15]([CH3:18])([CH3:17])[CH3:16])=[O:13])[CH2:6][CH2:5]1)(=[O:3])[CH3:2]. (2) Given the reactants C(=O)([O-])[O-].[Cs+].[Cs+].Cl[CH2:8][C:9]1[S:37][C:12]2[N:13]([CH2:29][CH:30]3[CH2:34][O:33][C:32]([CH3:36])([CH3:35])[O:31]3)[CH:14]=[C:15]([C:18]([NH:20][CH2:21][C:22]3[CH:27]=[CH:26][C:25]([Cl:28])=[CH:24][CH:23]=3)=[O:19])[C:16](=[O:17])[C:11]=2[CH:10]=1.[CH3:38][NH:39][CH2:40][C@H:41]([C:43]1[CH:48]=[CH:47][CH:46]=[CH:45][N:44]=1)[OH:42], predict the reaction product. The product is: [Cl:28][C:25]1[CH:24]=[CH:23][C:22]([CH2:21][NH:20][C:18]([C:15]2[C:16](=[O:17])[C:11]3[CH:10]=[C:9]([CH2:8][N:39]([CH2:40][C@@H:41]([OH:42])[C:43]4[CH:48]=[CH:47][CH:46]=[CH:45][N:44]=4)[CH3:38])[S:37][C:12]=3[N:13]([CH2:29][CH:30]3[CH2:34][O:33][C:32]([CH3:35])([CH3:36])[O:31]3)[CH:14]=2)=[O:19])=[CH:27][CH:26]=1.